Dataset: Forward reaction prediction with 1.9M reactions from USPTO patents (1976-2016). Task: Predict the product of the given reaction. (1) Given the reactants [C:1]([C:3]1[CH:8]=[CH:7][C:6]([N:9]2[C:17]3[C:12](=[CH:13][C:14]([C:18]([O:20][CH3:21])=[O:19])=[CH:15][CH:16]=3)[CH:11]=[CH:10]2)=[CH:5][C:4]=1F)#[N:2].[C:23]([O-])([O-])=[O:24].[K+].[K+], predict the reaction product. The product is: [C:1]([C:3]1[CH:8]=[CH:7][C:6]([N:9]2[C:17]3[C:12](=[CH:13][C:14]([C:18]([O:20][CH3:21])=[O:19])=[CH:15][CH:16]=3)[CH:11]=[CH:10]2)=[CH:5][C:4]=1[O:24][CH3:23])#[N:2]. (2) Given the reactants [OH:1][N:2]1[C:6](=[O:7])[CH2:5][CH2:4][C:3]1=[O:8].[Br:9][CH:10]([CH3:14])[C:11]([OH:13])=[O:12].C1(N=C=NC2CCCCC2)CCCCC1, predict the reaction product. The product is: [CH2:5]1[C:6](=[O:7])[N:2]([OH:1])[C:3](=[O:8])[CH2:4]1.[Br:9][CH:10]([CH3:14])[C:11]([O-:13])=[O:12]. (3) Given the reactants Cl.Cl.Cl.NCC1CN(CC#CC2C=NC=CC=2[O:19][C:20]2[CH:25]=[CH:24][C:23]([NH:26][C:27](NC(=O)CC3C=CC(F)=CC=3)=[O:28])=[CH:22][C:21]=2[F:40])C1.[Cl:41][C:42]1[CH:47]=[C:46]([N+]([O-])=O)[CH:45]=[CH:44][N:43]=1.[C:51]([O-])([O-])=O.[K+].[K+], predict the reaction product. The product is: [Cl:41][C:42]1[CH:47]=[C:46]([O:19][C:20]2[CH:25]=[CH:24][C:23]([NH:26][C:27](=[O:28])[CH3:51])=[CH:22][C:21]=2[F:40])[CH:45]=[CH:44][N:43]=1. (4) The product is: [CH2:9]([C@:16]1([CH3:22])[CH2:21][N:20]([C:24]([O:26][CH3:27])=[O:25])[CH2:19][CH2:18][N:17]1[C:24]([O:26][CH3:27])=[O:25])[C:10]1[CH:15]=[CH:14][CH:13]=[CH:12][CH:11]=1. Given the reactants C(N(CC)C(C)C)C.[CH2:9]([C@:16]1([CH3:22])[CH2:21][NH:20][CH2:19][CH2:18][NH:17]1)[C:10]1[CH:15]=[CH:14][CH:13]=[CH:12][CH:11]=1.Cl[C:24]([O:26][CH3:27])=[O:25], predict the reaction product. (5) Given the reactants [Br:1][C:2]1[CH:3]=[CH:4][C:5]([F:20])=[C:6]([C:8]([NH:14][C:15](=[O:19])[CH:16](Cl)[CH3:17])([CH2:12][OH:13])[CH:9]([F:11])[F:10])[CH:7]=1.[OH-].[K+], predict the reaction product. The product is: [Br:1][C:2]1[CH:3]=[CH:4][C:5]([F:20])=[C:6]([C:8]2([CH:9]([F:11])[F:10])[NH:14][C:15](=[O:19])[CH:16]([CH3:17])[O:13][CH2:12]2)[CH:7]=1. (6) Given the reactants I[C:2]1[CH:3]=[C:4]([CH:7]=[CH:8][CH:9]=1)[C:5]#N.[C:10]([C@@H:12]1[N:17]2[CH2:18][CH2:19][N:20]([C:22]3[C:23]([C:28]#[N:29])=[N:24][CH:25]=[CH:26][N:27]=3)[CH2:21][C@@H:16]2[CH2:15][CH2:14][CH2:13]1)#C.CCN(CC)CC.C(Cl)[Cl:38], predict the reaction product. The product is: [Cl:38][C:2]1[CH:3]=[C:4]([C:5]#[C:10][C@@H:12]2[N:17]3[CH2:18][CH2:19][N:20]([C:22]4[C:23]([C:28]#[N:29])=[N:24][CH:25]=[CH:26][N:27]=4)[CH2:21][C@@H:16]3[CH2:15][CH2:14][CH2:13]2)[CH:7]=[CH:8][CH:9]=1. (7) Given the reactants [OH:1][C:2]1[CH:7]=[C:6]([OH:8])[CH:5]=[CH:4][C:3]=1[C:9](=[O:20])[C:10]([C:12]1[CH:17]=[CH:16][C:15]([OH:18])=[C:14]([OH:19])[CH:13]=1)=[CH2:11].[H][H], predict the reaction product. The product is: [OH:1][C:2]1[CH:7]=[C:6]([OH:8])[CH:5]=[CH:4][C:3]=1[C:9](=[O:20])[CH:10]([C:12]1[CH:17]=[CH:16][C:15]([OH:18])=[C:14]([OH:19])[CH:13]=1)[CH3:11]. (8) Given the reactants [H-].[Na+].[C:3]([O:7][C:8](=[O:42])[NH:9][C@@H:10]1[CH2:14][CH2:13][N:12]([CH:15]([C:23](=[O:41])[N:24]([CH2:26][C:27]2[C:36]3[C:31](=[CH:32][CH:33]=[CH:34][CH:35]=3)[CH:30]=[C:29]([C:37]#[N:38])[C:28]=2[O:39][CH3:40])[CH3:25])[C:16]2[CH:21]=[CH:20][C:19]([F:22])=[CH:18][CH:17]=2)[CH2:11]1)([CH3:6])([CH3:5])[CH3:4].[CH3:43]I, predict the reaction product. The product is: [C:3]([O:7][C:8](=[O:42])[N:9]([C@@H:10]1[CH2:14][CH2:13][N:12]([CH:15]([C:23](=[O:41])[N:24]([CH2:26][C:27]2[C:36]3[C:31](=[CH:32][CH:33]=[CH:34][CH:35]=3)[CH:30]=[C:29]([C:37]#[N:38])[C:28]=2[O:39][CH3:40])[CH3:25])[C:16]2[CH:17]=[CH:18][C:19]([F:22])=[CH:20][CH:21]=2)[CH2:11]1)[CH3:43])([CH3:6])([CH3:4])[CH3:5].